Dataset: Peptide-MHC class I binding affinity with 185,985 pairs from IEDB/IMGT. Task: Regression. Given a peptide amino acid sequence and an MHC pseudo amino acid sequence, predict their binding affinity value. This is MHC class I binding data. The peptide sequence is GFADLMGYIPL. The MHC is Patr-A0901 with pseudo-sequence Patr-A0901. The binding affinity (normalized) is 0.192.